This data is from Reaction yield outcomes from USPTO patents with 853,638 reactions. The task is: Predict the reaction yield, written as a fraction of the theoretical maximum amount of product (1.0 means a 100% yield; for example, 0.34 means a 34% yield). (1) The reactants are [CH2:1]([N:6]1[C:14]2[C:9](=[CH:10][CH:11]=[CH:12][CH:13]=2)[C:8]2([C:25]3[C:17](=[CH:18][C:19]4[O:20][CH2:21][O:22][C:23]=4[CH:24]=3)[C:16](=[O:26])[CH2:15]2)[C:7]1=[O:27])[CH2:2][CH2:3][CH2:4][CH3:5].[N-:28]=[N+]=[N-].[Na+].FC(F)(F)C(O)=O. The catalyst is O. The product is [CH2:1]([N:6]1[C:14]2[C:9](=[CH:10][CH:11]=[CH:12][CH:13]=2)[C:8]2([C:25]3[CH:24]=[C:23]4[O:22][CH2:21][O:20][C:19]4=[CH:18][C:17]=3[C:16](=[O:26])[NH:28][CH2:15]2)[C:7]1=[O:27])[CH2:2][CH2:3][CH2:4][CH3:5]. The yield is 0.740. (2) The reactants are [C:1]([C:4]1[CH:11]=[CH:10][CH:9]=[CH:8][C:5]=1[CH:6]=[O:7])([OH:3])=O.[PH2:12]([OH:14])=[O:13]. The catalyst is C1(C)C=CC=CC=1. The product is [O:7]=[C:6]1[C:5]2[C:4](=[CH:11][CH:10]=[CH:9][CH:8]=2)[CH:1]([P:12]([CH:6]2[C:5]3[C:4](=[CH:11][CH:10]=[CH:9][CH:8]=3)[C:1](=[O:3])[O:7]2)(=[O:14])[OH:13])[O:3]1. The yield is 0.910. (3) The reactants are O[C:2]([CH2:4][CH2:5][CH2:6][CH2:7][C@H:8]1[C@@H:16]2[C@@H:11]([NH:12][C:13]([NH:15]2)=[O:14])[CH2:10][S:9]1)=[O:3].CN(C(ON1N=NC2C=CC=CC1=2)=[N+](C)C)C.F[P-](F)(F)(F)(F)F.CCN(C(C)C)C(C)C.[C:50]([O:54][C:55](=[O:66])[NH:56][CH2:57][CH2:58][O:59][CH2:60][CH2:61][O:62][CH2:63][CH2:64][NH2:65])([CH3:53])([CH3:52])[CH3:51]. The catalyst is CN(C=O)C. The product is [C:50]([O:54][C:55](=[O:66])[NH:56][CH2:57][CH2:58][O:59][CH2:60][CH2:61][O:62][CH2:63][CH2:64][NH:65][C:2](=[O:3])[CH2:4][CH2:5][CH2:6][CH2:7][CH:8]1[CH:16]2[NH:15][C:13](=[O:14])[NH:12][CH:11]2[CH2:10][S:9]1)([CH3:53])([CH3:51])[CH3:52]. The yield is 0.800. (4) The reactants are C[Si](C)(C)[N-][Si](C)(C)C.[Li+].[CH2:11]([O:18][CH2:19][C@@:20]1([CH2:34][CH2:35]Br)[CH2:24][N:23]([C@@H:25]([C:27]2[CH:32]=[CH:31][CH:30]=[CH:29][CH:28]=2)[CH3:26])[C:22](=[O:33])[CH2:21]1)[C:12]1[CH:17]=[CH:16][CH:15]=[CH:14][CH:13]=1.Cl[C:38]([O:40][CH3:41])=[O:39].[Cl-].[NH4+]. The catalyst is O1CCCC1.O.C(OCC)(=O)C. The product is [CH3:41][O:40][C:38]([C@@:21]12[CH2:35][CH2:34][C@:20]1([CH2:19][O:18][CH2:11][C:12]1[CH:17]=[CH:16][CH:15]=[CH:14][CH:13]=1)[CH2:24][N:23]([C@@H:25]([C:27]1[CH:32]=[CH:31][CH:30]=[CH:29][CH:28]=1)[CH3:26])[C:22]2=[O:33])=[O:39]. The yield is 0.820. (5) The yield is 0.890. The product is [Cl:10][C:11]1[CH:16]=[C:15]([CH:17]([F:7])[CH3:18])[CH:14]=[CH:13][N:12]=1. The reactants are C(N(S(F)(F)[F:7])CC)C.[Cl:10][C:11]1[CH:16]=[C:15]([CH:17](O)[CH3:18])[CH:14]=[CH:13][N:12]=1. The catalyst is C(Cl)Cl.O. (6) The reactants are [CH3:1][N:2]1[CH2:7][CH2:6][CH2:5][C:4]([NH2:14])([C:8]2[CH:13]=[CH:12][CH:11]=[CH:10][CH:9]=2)[CH2:3]1.C(N(C(C)C)C(C)C)C.[CH3:24][O:25][C:26]1[CH:34]=[C:33]([C:35]([F:38])([F:37])[F:36])[CH:32]=[C:31]([C:39]([F:42])([F:41])[F:40])[C:27]=1[C:28](Cl)=[O:29]. The catalyst is ClCCl. The product is [CH3:24][O:25][C:26]1[CH:34]=[C:33]([C:35]([F:36])([F:37])[F:38])[CH:32]=[C:31]([C:39]([F:40])([F:41])[F:42])[C:27]=1[C:28]([NH:14][C:4]1([C:8]2[CH:13]=[CH:12][CH:11]=[CH:10][CH:9]=2)[CH2:5][CH2:6][CH2:7][N:2]([CH3:1])[CH2:3]1)=[O:29]. The yield is 0.690.